From a dataset of Reaction yield outcomes from USPTO patents with 853,638 reactions. Predict the reaction yield, written as a fraction of the theoretical maximum amount of product (1.0 means a 100% yield; for example, 0.34 means a 34% yield). (1) No catalyst specified. The product is [Cl:9][C:4]1[N:3]=[C:2]([NH:1][C:15](=[O:17])[CH3:16])[CH:7]=[C:6]([Cl:8])[N:5]=1. The reactants are [NH2:1][C:2]1[CH:7]=[C:6]([Cl:8])[N:5]=[C:4]([Cl:9])[N:3]=1.C([O-])(O)=O.[Na+].[C:15](OC(=O)C)(=[O:17])[CH3:16]. The yield is 0.800. (2) The reactants are [C:1]([Br:5])(Br)(Br)Br.C1(P(C2C=CC=CC=2)C2C=CC=CC=2)C=CC=CC=1.[Cl:25][C:26]1[CH:27]=[C:28]2[C:34]([CH2:35]CO)=[C:33]([Si:38]([CH2:43][CH3:44])([CH2:41][CH3:42])[CH2:39][CH3:40])[NH:32][C:29]2=[N:30][CH:31]=1. The catalyst is C1COCC1. The product is [Br:5][CH2:1][CH2:35][C:34]1[C:28]2[C:29](=[N:30][CH:31]=[C:26]([Cl:25])[CH:27]=2)[NH:32][C:33]=1[Si:38]([CH2:39][CH3:40])([CH2:43][CH3:44])[CH2:41][CH3:42]. The yield is 0.450. (3) The reactants are [NH2:1][C:2]1[CH:7]=[C:6]([O:8][C:9]2[C:14]([F:15])=[CH:13][C:12]([NH:16][C:17]([C:19]3([C:22]([NH:24][C:25]4[CH:30]=[CH:29][C:28]([F:31])=[CH:27][CH:26]=4)=[O:23])[CH2:21][CH2:20]3)=[O:18])=[C:11]([F:32])[CH:10]=2)[CH:5]=[CH:4][N:3]=1.C([N:35]([CH2:38]C)CC)C.ClC([O:43][C:44]1[CH:49]=CC=C[CH:45]=1)=O.C(=O)([O-])[OH:51].[Na+]. The catalyst is O1CCCC1.C(OCC)(=O)C. The product is [F:32][C:11]1[CH:10]=[C:9]([O:8][C:6]2[CH:5]=[CH:4][N:3]=[C:2]([NH:1][C:38]([N:35]3[CH2:45][CH:44]([OH:43])[CH2:49]3)=[O:51])[CH:7]=2)[C:14]([F:15])=[CH:13][C:12]=1[NH:16][C:17]([C:19]1([C:22]([NH:24][C:25]2[CH:26]=[CH:27][C:28]([F:31])=[CH:29][CH:30]=2)=[O:23])[CH2:21][CH2:20]1)=[O:18]. The yield is 0.580.